The task is: Predict the reactants needed to synthesize the given product.. This data is from Full USPTO retrosynthesis dataset with 1.9M reactions from patents (1976-2016). (1) Given the product [NH2:15][C:11]1[CH:12]=[CH:13][CH:14]=[C:7]([NH:6][CH2:5][CH2:4][CH2:3][O:2][CH3:1])[C:8]=1[C:9]#[N:10], predict the reactants needed to synthesize it. The reactants are: [CH3:1][O:2][CH2:3][CH2:4][CH2:5][NH:6][C:7]1[CH:14]=[CH:13][CH:12]=[C:11]([N+:15]([O-])=O)[C:8]=1[C:9]#[N:10].C1CCCCC=1. (2) Given the product [CH3:1][N:2]1[CH2:7][CH2:6][N:5]([C:8]2[N:13]=[C:12]([C:14]([OH:16])=[O:15])[CH:11]=[CH:10][CH:9]=2)[CH2:4][CH2:3]1, predict the reactants needed to synthesize it. The reactants are: [CH3:1][N:2]1[CH2:7][CH2:6][N:5]([C:8]2[N:13]=[C:12]([C:14]([O:16]C)=[O:15])[CH:11]=[CH:10][CH:9]=2)[CH2:4][CH2:3]1.O.[OH-].[Li+].Cl. (3) Given the product [Cl:18][C:19]1[CH:20]=[C:21]([C:26]([C:27]([F:30])([F:28])[F:29])=[CH:2][C:1]([C:4]2[C:13]3[C:8](=[CH:9][CH:10]=[CH:11][CH:12]=3)[C:7]([C:14]([O:16][CH3:17])=[O:15])=[CH:6][CH:5]=2)=[O:3])[CH:22]=[C:23]([Cl:25])[CH:24]=1, predict the reactants needed to synthesize it. The reactants are: [C:1]([C:4]1[C:13]2[C:8](=[CH:9][CH:10]=[CH:11][CH:12]=2)[C:7]([C:14]([O:16][CH3:17])=[O:15])=[CH:6][CH:5]=1)(=[O:3])[CH3:2].[Cl:18][C:19]1[CH:20]=[C:21]([C:26](=O)[C:27]([F:30])([F:29])[F:28])[CH:22]=[C:23]([Cl:25])[CH:24]=1.[OH-].[Ca+2].[OH-].CN(C)C=O. (4) Given the product [NH:11]1[C:15]2[CH:16]=[CH:17][CH:18]=[CH:19][C:14]=2[N:13]=[C:12]1[C@H:8]([NH:9][C:10]([NH:31][CH2:30][C:25]1[C:24]([CH3:23])=[CH:29][CH:28]=[CH:27][N:26]=1)=[O:20])[CH2:7][C:6]1[CH:5]=[CH:4][C:3]([O:2][CH3:1])=[CH:22][CH:21]=1, predict the reactants needed to synthesize it. The reactants are: [CH3:1][O:2][C:3]1[CH:22]=[CH:21][C:6]([CH2:7][C@@H:8]2[C:12]3=[N:13][C:14]4[CH:19]=[CH:18][CH:17]=[CH:16][C:15]=4[N:11]3[C:10](=[O:20])[NH:9]2)=[CH:5][CH:4]=1.[CH3:23][C:24]1[C:25]([CH2:30][NH2:31])=[N:26][CH:27]=[CH:28][CH:29]=1.C(O)(C(F)(F)F)=O. (5) Given the product [C:43]([O:42][C@@H:36]([C:27]1[C:26]([CH3:47])=[CH:25][C:23]2[N:24]=[C:20]([C:17]3[S:18][CH:19]=[C:15]([C:7]4[CH:6]=[C:5]5[C:10](=[CH:9][CH:8]=4)[N:2]([CH3:1])[N:3]=[CH:4]5)[N:16]=3)[S:21][C:22]=2[C:28]=1[C:29]1[CH:30]=[CH:31][C:32]([Cl:35])=[CH:33][CH:34]=1)[C:37]([O:39][CH2:40][CH3:41])=[O:38])([CH3:44])([CH3:45])[CH3:46], predict the reactants needed to synthesize it. The reactants are: [CH3:1][N:2]1[C:10]2[C:5](=[CH:6][C:7](B(O)O)=[CH:8][CH:9]=2)[CH:4]=[N:3]1.Br[C:15]1[N:16]=[C:17]([C:20]2[S:21][C:22]3[C:28]([C:29]4[CH:34]=[CH:33][C:32]([Cl:35])=[CH:31][CH:30]=4)=[C:27]([C@H:36]([O:42][C:43]([CH3:46])([CH3:45])[CH3:44])[C:37]([O:39][CH2:40][CH3:41])=[O:38])[C:26]([CH3:47])=[CH:25][C:23]=3[N:24]=2)[S:18][CH:19]=1.O1CCOCC1.C(=O)([O-])[O-].[K+].[K+]. (6) Given the product [CH:1]1([N:6]2[CH2:7][CH2:8][N:9]([C:12]([C:14]3[CH:15]=[C:16]4[C:20](=[CH:21][CH:22]=3)[NH:19][C:18]([C:23]([N:54]3[CH2:55][CH2:56][CH:51]([O:50][CH3:49])[CH2:52][CH2:53]3)=[O:24])=[CH:17]4)=[O:13])[CH2:10][CH2:11]2)[CH2:5][CH2:4][CH2:3][CH2:2]1, predict the reactants needed to synthesize it. The reactants are: [CH:1]1([N:6]2[CH2:11][CH2:10][N:9]([C:12]([C:14]3[CH:15]=[C:16]4[C:20](=[CH:21][CH:22]=3)[NH:19][C:18]([C:23](O)=[O:24])=[CH:17]4)=[O:13])[CH2:8][CH2:7]2)[CH2:5][CH2:4][CH2:3][CH2:2]1.Cl.F[B-](F)(F)F.N1(OC(N(C)C)=[N+](C)C)C2C=CC=CC=2N=N1.[CH3:49][O:50][CH:51]1[CH2:56][CH2:55][NH:54][CH2:53][CH2:52]1.C(N(CC)C(C)C)(C)C. (7) The reactants are: [NH2:1][C:2]1[N:7]=[CH:6][N:5]=[C:4]([C:8]2[NH:12][C:11]([C:13]([NH2:15])=[O:14])=[C:10]([C:16]3[CH:21]=[C:20]([Cl:22])[CH:19]=[CH:18][C:17]=3[CH3:23])[CH:9]=2)[CH:3]=1.I[CH2:25]C. Given the product [NH2:1][C:2]1[N:7]=[CH:6][N:5]=[C:4]([C:8]2[N:12]([CH3:25])[C:11]([C:13]([NH2:15])=[O:14])=[C:10]([C:16]3[CH:21]=[C:20]([Cl:22])[CH:19]=[CH:18][C:17]=3[CH3:23])[CH:9]=2)[CH:3]=1, predict the reactants needed to synthesize it.